This data is from Forward reaction prediction with 1.9M reactions from USPTO patents (1976-2016). The task is: Predict the product of the given reaction. Given the reactants [Br:1][C:2]1[CH:3]=[C:4]([CH:6]=[CH:7][C:8]=1[CH3:9])N.[OH:10]S(O)(=O)=O.N([O-])=O.[Na+], predict the reaction product. The product is: [Br:1][C:2]1[CH:3]=[C:4]([OH:10])[CH:6]=[CH:7][C:8]=1[CH3:9].